This data is from Full USPTO retrosynthesis dataset with 1.9M reactions from patents (1976-2016). The task is: Predict the reactants needed to synthesize the given product. Given the product [C:8]([CH2:7][CH2:6][CH:5]([F:10])[CH2:4][N:1]1[CH:13]=[C:12]([C:11]([O:15][CH2:16][CH3:17])=[O:14])[N:3]=[N:2]1)#[N:9], predict the reactants needed to synthesize it. The reactants are: [N:1]([CH2:4][CH:5]([F:10])[CH2:6][CH2:7][C:8]#[N:9])=[N+:2]=[N-:3].[C:11]([O:15][CH2:16][CH3:17])(=[O:14])[C:12]#[CH:13].